This data is from Tyrosyl-DNA phosphodiesterase HTS with 341,365 compounds. The task is: Binary Classification. Given a drug SMILES string, predict its activity (active/inactive) in a high-throughput screening assay against a specified biological target. The compound is O=C1N(CC(C1)c1n(c2c(n1)cccc2)Cc1c2c(ccc1)cccc2)CC=C. The result is 0 (inactive).